From a dataset of Merck oncology drug combination screen with 23,052 pairs across 39 cell lines. Regression. Given two drug SMILES strings and cell line genomic features, predict the synergy score measuring deviation from expected non-interaction effect. (1) Drug 1: CC1CC2C3CCC4=CC(=O)C=CC4(C)C3(F)C(O)CC2(C)C1(O)C(=O)CO. Drug 2: CC1(c2nc3c(C(N)=O)cccc3[nH]2)CCCN1. Cell line: PA1. Synergy scores: synergy=4.36. (2) Drug 1: O=P1(N(CCCl)CCCl)NCCCO1. Drug 2: CCN(CC)CCNC(=O)c1c(C)[nH]c(C=C2C(=O)Nc3ccc(F)cc32)c1C. Cell line: HCT116. Synergy scores: synergy=9.85. (3) Drug 1: NC1CCCCC1N.O=C(O)C(=O)O.[Pt+2]. Drug 2: Cn1cc(-c2cnn3c(N)c(Br)c(C4CCCNC4)nc23)cn1. Cell line: ES2. Synergy scores: synergy=-5.60. (4) Drug 1: CC(C)CC(NC(=O)C(Cc1ccccc1)NC(=O)c1cnccn1)B(O)O. Drug 2: Cc1nc(Nc2ncc(C(=O)Nc3c(C)cccc3Cl)s2)cc(N2CCN(CCO)CC2)n1. Cell line: HCT116. Synergy scores: synergy=-9.22. (5) Drug 1: CNC(=O)c1cc(Oc2ccc(NC(=O)Nc3ccc(Cl)c(C(F)(F)F)c3)cc2)ccn1. Drug 2: CCc1cnn2c(NCc3ccc[n+]([O-])c3)cc(N3CCCCC3CCO)nc12. Cell line: NCIH23. Synergy scores: synergy=-0.0201.